From a dataset of Full USPTO retrosynthesis dataset with 1.9M reactions from patents (1976-2016). Predict the reactants needed to synthesize the given product. (1) Given the product [CH2:39]([O:46][C:47]1[C:48]([C:70]([N:72]([CH2:76][CH2:77][OH:78])[CH:73]([CH3:75])[CH3:74])=[O:71])=[N:49][C:50]([CH2:54][C:55]2([C:60]3[C:69]4[C:64](=[CH:65][CH:66]=[CH:67][CH:68]=4)[CH:63]=[CH:62][CH:61]=3)[CH2:56][CH2:57][CH2:58][CH2:59]2)=[N:51][C:52]=1[OH:53])[C:40]1[CH:41]=[CH:42][CH:43]=[CH:44][CH:45]=1, predict the reactants needed to synthesize it. The reactants are: OCCN(C)C(C1C(OCC2C=CC=CC=2)=C(O)N=C(CC2(C3C4C(=CC=CC=4)C=CC=3)CCCC2)N=1)=O.[CH2:39]([O:46][C:47]1[C:48]([C:70]([N:72]([CH2:76][CH2:77][O:78][Si](C(C)(C)C)(C)C)[CH:73]([CH3:75])[CH3:74])=[O:71])=[N:49][C:50]([CH2:54][C:55]2([C:60]3[C:69]4[C:64](=[CH:65][CH:66]=[CH:67][CH:68]=4)[CH:63]=[CH:62][CH:61]=3)[CH2:59][CH2:58][CH2:57][CH2:56]2)=[N:51][C:52]=1[OH:53])[C:40]1[CH:45]=[CH:44][CH:43]=[CH:42][CH:41]=1. (2) Given the product [CH3:19][O:20][CH2:21][O:10][C:5]1[CH:6]=[CH:7][CH:8]=[CH:9][C:4]=1[O:3][C:2]([F:11])([F:12])[F:1], predict the reactants needed to synthesize it. The reactants are: [F:1][C:2]([F:12])([F:11])[O:3][C:4]1[CH:9]=[CH:8][CH:7]=[CH:6][C:5]=1[OH:10].C(=O)([O-])[O-].[K+].[K+].[CH3:19][O:20][CH2:21]Cl.O. (3) Given the product [Cl:1][C:2]1[C:11]([CH2:12][C:13]([F:15])([F:16])[F:14])=[C:10]([Cl:17])[C:9]2[C:4](=[CH:5][CH:6]=[C:7]([C:18]([C:20]3[N:24]([CH3:25])[C:23]([CH3:26])=[N:22][CH:21]=3)=[O:19])[CH:8]=2)[N:3]=1, predict the reactants needed to synthesize it. The reactants are: [Cl:1][C:2]1[C:11]([CH2:12][C:13]([F:16])([F:15])[F:14])=[C:10]([Cl:17])[C:9]2[C:4](=[CH:5][CH:6]=[C:7]([CH:18]([C:20]3[N:24]([CH3:25])[C:23]([CH3:26])=[N:22][CH:21]=3)[OH:19])[CH:8]=2)[N:3]=1. (4) Given the product [CH3:3][CH:2]([O:4][C:5]1[CH:12]=[CH:11][C:10]([C:23]2[S:24][CH:25]=[CH:26][N:27]=2)=[CH:9][C:6]=1[C:7]#[N:8])[CH3:1], predict the reactants needed to synthesize it. The reactants are: [CH3:1][CH:2]([O:4][C:5]1[CH:12]=[CH:11][C:10](B2OC(C)(C)C(C)(C)O2)=[CH:9][C:6]=1[C:7]#[N:8])[CH3:3].Br[C:23]1[S:24][CH:25]=[CH:26][N:27]=1.C(=O)([O-])[O-].[Cs+].[Cs+].O. (5) Given the product [CH2:8]([N:1]1[CH2:7][CH2:6][CH2:5][CH2:4][CH2:3][CH2:2]1)[CH2:9][CH2:10][CH3:11], predict the reactants needed to synthesize it. The reactants are: [NH:1]1[CH2:7][CH2:6][CH2:5][CH2:4][CH2:3][CH2:2]1.[CH2:8](Br)[CH2:9][CH2:10][CH3:11]. (6) Given the product [C:9]([C:8]1[CH:11]=[CH:12][C:5]([N:4]([CH2:26][C:21](=[CH2:20])[C:22]([O:24][CH3:25])=[O:23])[CH2:3][C:2]([F:17])([F:18])[F:1])=[CH:6][C:7]=1[C:13]([F:16])([F:14])[F:15])#[N:10], predict the reactants needed to synthesize it. The reactants are: [F:1][C:2]([F:18])([F:17])[CH2:3][NH:4][C:5]1[CH:12]=[CH:11][C:8]([C:9]#[N:10])=[C:7]([C:13]([F:16])([F:15])[F:14])[CH:6]=1.Br[CH2:20][C:21](=[CH2:26])[C:22]([O:24][CH3:25])=[O:23].